Dataset: Reaction yield outcomes from USPTO patents with 853,638 reactions. Task: Predict the reaction yield, written as a fraction of the theoretical maximum amount of product (1.0 means a 100% yield; for example, 0.34 means a 34% yield). The reactants are Br[C:2]1[CH:7]=[C:6]([O:8][CH3:9])[CH:5]=[C:4]([CH3:10])[N:3]=1.[CH2:11]([NH2:14])[CH2:12][NH2:13].C(N(CC)CC)C. The catalyst is C(OCC)(=O)C. The product is [CH3:9][O:8][C:6]1[CH:5]=[C:4]([CH3:10])[N:3]=[C:2]([NH:13][CH2:12][CH2:11][NH2:14])[CH:7]=1. The yield is 0.240.